This data is from Forward reaction prediction with 1.9M reactions from USPTO patents (1976-2016). The task is: Predict the product of the given reaction. The product is: [Br:1][C:2]1[N:7]=[CH:6][C:5]2[N:8]=[C:9]([CH:14]([O:16][CH:18]3[CH2:19][CH2:20][CH2:21][CH2:22][O:17]3)[CH3:15])[N:10]([CH:11]([CH3:12])[CH3:13])[C:4]=2[CH:3]=1. Given the reactants [Br:1][C:2]1[N:7]=[CH:6][C:5]2[N:8]=[C:9]([CH:14]([OH:16])[CH3:15])[N:10]([CH:11]([CH3:13])[CH3:12])[C:4]=2[CH:3]=1.[O:17]1[CH:22]=[CH:21][CH2:20][CH2:19][CH2:18]1.C1(C)C=CC(S(O)(=O)=O)=CC=1, predict the reaction product.